From a dataset of Full USPTO retrosynthesis dataset with 1.9M reactions from patents (1976-2016). Predict the reactants needed to synthesize the given product. (1) Given the product [NH2:32][CH2:31][C:28]1[N:29]=[N:30][N:26]([CH2:25][C@@H:17]2[C@H:16]([NH:15][C:13](=[O:14])/[C:12](=[N:11]\[O:10][C:7]([CH3:9])([CH3:8])[C:6]([OH:53])=[O:5])/[C:40]3[N:41]=[C:42]([NH2:45])[S:43][CH:44]=3)[C:19](=[O:20])[N:18]2[S:21]([OH:24])(=[O:23])=[O:22])[N:27]=1, predict the reactants needed to synthesize it. The reactants are: C([O:5][C:6](=[O:53])[C:7]([O:10]/[N:11]=[C:12](/[C:40]1[N:41]=[C:42]([NH:45]C(OC(C)(C)C)=O)[S:43][CH:44]=1)\[C:13]([NH:15][C@@H:16]1[C:19](=[O:20])[N:18]([S:21]([OH:24])(=[O:23])=[O:22])[C@@H:17]1[CH2:25][N:26]1[N:30]=[N:29][C:28]([CH2:31][NH:32]C(OC(C)(C)C)=O)=[N:27]1)=[O:14])([CH3:9])[CH3:8])(C)(C)C.C(O)(C(F)(F)F)=O. (2) The reactants are: [CH3:14][CH2:15][CH2:16][CH2:17]OP(O[CH2:14][CH2:15][CH2:16][CH3:17])(O[CH2:14][CH2:15][CH2:16][CH3:17])=O.[C:18]1([C:24]#C)[CH:23]=C[CH:21]=[CH:20][CH:19]=1. Given the product [CH:17]12[CH2:16][CH:15]3[CH2:14][CH:20]([CH2:19][CH:18]([CH2:24]3)[CH2:23]1)[CH2:21]2, predict the reactants needed to synthesize it. (3) Given the product [O:1]1[C:6]2[CH:7]=[CH:8][C:9]([CH2:11][NH:12][C:13]3[N:18]=[CH:17][N:16]=[C:15]4[N:19]([C:22]5[CH:27]=[CH:26][CH:25]=[C:24]([C:29]#[CH:30])[CH:23]=5)[N:20]=[CH:21][C:14]=34)=[CH:10][C:5]=2[O:4][CH2:3][CH2:2]1, predict the reactants needed to synthesize it. The reactants are: [O:1]1[C:6]2[CH:7]=[CH:8][C:9]([CH2:11][NH:12][C:13]3[N:18]=[CH:17][N:16]=[C:15]4[N:19]([C:22]5[CH:27]=[CH:26][CH:25]=[C:24](I)[CH:23]=5)[N:20]=[CH:21][C:14]=34)=[CH:10][C:5]=2[O:4][CH2:3][CH2:2]1.[C:29]([Si](C)(C)C)#[CH:30].C1(P(C2C=CC=CC=2)C2C=CC=CC=2)C=CC=CC=1.C(=O)([O-])[O-].[K+].[K+]. (4) Given the product [C:9]([N@@:8]1[CH2:2][CH:3]1[C:4]([O:6][CH3:7])=[O:5])([C:10]1[CH:11]=[CH:12][CH:13]=[CH:14][CH:15]=1)([C:22]1[CH:27]=[CH:26][CH:25]=[CH:24][CH:23]=1)[C:16]1[CH:17]=[CH:18][CH:19]=[CH:20][CH:21]=1, predict the reactants needed to synthesize it. The reactants are: O[CH2:2][C@@H:3]([NH:8][C:9]([C:22]1[CH:27]=[CH:26][CH:25]=[CH:24][CH:23]=1)([C:16]1[CH:21]=[CH:20][CH:19]=[CH:18][CH:17]=1)[C:10]1[CH:15]=[CH:14][CH:13]=[CH:12][CH:11]=1)[C:4]([O:6][CH3:7])=[O:5].CS(Cl)(=O)=O.CCN(CC)CC.S([O-])(=O)(=O)C. (5) Given the product [CH3:18][C:17]1([C:15]2[O:16][C:12]([CH2:11][N:8]3[CH:9]=[CH:10][C:6]([N+:3]([O-:5])=[O:4])=[N:7]3)=[CH:13][CH:14]=2)[O:22][CH2:21][CH2:20][O:19]1, predict the reactants needed to synthesize it. The reactants are: N#N.[N+:3]([C:6]1[CH:10]=[CH:9][N:8]([CH2:11][C:12]2[O:16][C:15]([C:17](=[O:19])[CH3:18])=[CH:14][CH:13]=2)[N:7]=1)([O-:5])=[O:4].[CH2:20](O)[CH2:21][OH:22].CC1C=CC(S(O)(=O)=O)=CC=1. (6) Given the product [C:1]([O:4][C@H:5]([C:46]1[CH:47]=[CH:48][C:49]([F:52])=[CH:50][CH:51]=1)[CH2:6][CH2:7][C@H:8]1[C:11](=[O:12])[N:10]([C:13]2[CH:14]=[CH:15][C:16]([CH2:19][CH2:20][C:21]3[NH:25][N:24]=[CH:23][N:22]=3)=[CH:17][CH:18]=2)[C@@H:9]1[C:26]1[CH:31]=[CH:30][C:29]([CH2:32][CH2:33][C:34]([CH2:41][O:42][C:43](=[O:45])[CH3:44])([OH:40])[CH2:35][O:36][C:37](=[O:39])[CH3:38])=[CH:28][CH:27]=1)(=[O:3])[CH3:2], predict the reactants needed to synthesize it. The reactants are: [C:1]([O:4][C@H:5]([C:46]1[CH:51]=[CH:50][C:49]([F:52])=[CH:48][CH:47]=1)[CH2:6][CH2:7][C@H:8]1[C:11](=[O:12])[N:10]([C:13]2[CH:18]=[CH:17][C:16]([C:19]#[C:20][C:21]3[NH:25][N:24]=[CH:23][N:22]=3)=[CH:15][CH:14]=2)[C@@H:9]1[C:26]1[CH:31]=[CH:30][C:29]([C:32]#[C:33][C:34]([CH2:41][O:42][C:43](=[O:45])[CH3:44])([OH:40])[CH2:35][O:36][C:37](=[O:39])[CH3:38])=[CH:28][CH:27]=1)(=[O:3])[CH3:2]. (7) Given the product [Cl:31][C:28]1[CH:27]=[N:26][C:25]([NH:1][CH2:2][C@@H:3]2[C@H:8]([CH3:9])[CH2:7][CH2:6][CH2:5][N:4]2[C:10]([C:12]2[C:17]([N:18]3[N:22]=[CH:21][CH:20]=[N:19]3)=[CH:16][CH:15]=[C:14]([CH3:23])[N:13]=2)=[O:11])=[N:30][CH:29]=1, predict the reactants needed to synthesize it. The reactants are: [NH2:1][CH2:2][C@@H:3]1[C@H:8]([CH3:9])[CH2:7][CH2:6][CH2:5][N:4]1[C:10]([C:12]1[C:17]([N:18]2[N:22]=[CH:21][CH:20]=[N:19]2)=[CH:16][CH:15]=[C:14]([CH3:23])[N:13]=1)=[O:11].Cl[C:25]1[N:30]=[CH:29][C:28]([Cl:31])=[CH:27][N:26]=1. (8) Given the product [CH2:34]([O:33][C:31](=[O:32])[C:30]1[CH:29]=[CH:28][C:27]([NH:26][C:21]([C:17]2[CH:18]=[C:19]([F:20])[C:14]3[O:13][CH2:12][N:11]([S:8]([C:6]4[CH:7]=[C:2]([Cl:1])[CH:3]=[CH:4][C:5]=4[O:24][CH3:25])(=[O:10])=[O:9])[C:15]=3[CH:16]=2)=[O:22])=[CH:37][CH:36]=1)[CH3:35], predict the reactants needed to synthesize it. The reactants are: [Cl:1][C:2]1[CH:3]=[CH:4][C:5]([O:24][CH3:25])=[C:6]([S:8]([N:11]2[C:15]3[CH:16]=[C:17]([C:21](O)=[O:22])[CH:18]=[C:19]([F:20])[C:14]=3[O:13][CH2:12]2)(=[O:10])=[O:9])[CH:7]=1.[NH2:26][C:27]1[CH:37]=[CH:36][C:30]([C:31]([O:33][CH2:34][CH3:35])=[O:32])=[CH:29][CH:28]=1.